Task: Regression. Given a peptide amino acid sequence and an MHC pseudo amino acid sequence, predict their binding affinity value. This is MHC class I binding data.. Dataset: Peptide-MHC class I binding affinity with 185,985 pairs from IEDB/IMGT (1) The peptide sequence is SSDSENNPEY. The MHC is HLA-A03:01 with pseudo-sequence HLA-A03:01. The binding affinity (normalized) is 0. (2) The peptide sequence is EPIEGKVVQY. The MHC is HLA-B53:01 with pseudo-sequence HLA-B53:01. The binding affinity (normalized) is 0.212. (3) The peptide sequence is RPSFLLSSL. The MHC is HLA-B35:01 with pseudo-sequence HLA-B35:01. The binding affinity (normalized) is 0.360. (4) The peptide sequence is EPGPSGLLI. The MHC is HLA-B46:01 with pseudo-sequence HLA-B46:01. The binding affinity (normalized) is 0.0847. (5) The peptide sequence is NSTDTVDTII. The MHC is Mamu-A02 with pseudo-sequence Mamu-A02. The binding affinity (normalized) is 0.217. (6) The peptide sequence is PLILAYFPVFRFL. The MHC is HLA-A23:01 with pseudo-sequence HLA-A23:01. The binding affinity (normalized) is 0.101. (7) The peptide sequence is FTWQHNYYL. The MHC is HLA-A26:01 with pseudo-sequence HLA-A26:01. The binding affinity (normalized) is 0.0847. (8) The peptide sequence is LLKWKKTDY. The MHC is HLA-B48:01 with pseudo-sequence HLA-B48:01. The binding affinity (normalized) is 0.0847. (9) The MHC is HLA-B15:17 with pseudo-sequence HLA-B15:17. The peptide sequence is GEYRSGNNL. The binding affinity (normalized) is 0.262.